From a dataset of Reaction yield outcomes from USPTO patents with 853,638 reactions. Predict the reaction yield, written as a fraction of the theoretical maximum amount of product (1.0 means a 100% yield; for example, 0.34 means a 34% yield). The reactants are [Cl:1][C:2]1[CH:7]=[CH:6][CH:5]=[CH:4][C:3]=1[CH:8]([NH2:12])[CH:9]([CH3:11])[CH3:10].[I:13][C:14]1[C:22]2[C:17](=[CH:18][CH:19]=[C:20]([C:23](O)=[O:24])[CH:21]=2)[NH:16][N:15]=1.CCN(C(C)C)C(C)C.CN(C(ON1N=NC2C=CC=CC1=2)=[N+](C)C)C.[B-](F)(F)(F)F. The catalyst is CN(C=O)C. The product is [Cl:1][C:2]1[CH:7]=[CH:6][CH:5]=[CH:4][C:3]=1[CH:8]([NH:12][C:23]([C:20]1[CH:21]=[C:22]2[C:17](=[CH:18][CH:19]=1)[NH:16][N:15]=[C:14]2[I:13])=[O:24])[CH:9]([CH3:10])[CH3:11]. The yield is 0.950.